This data is from Catalyst prediction with 721,799 reactions and 888 catalyst types from USPTO. The task is: Predict which catalyst facilitates the given reaction. (1) Reactant: [Cl:1][C:2]1[CH:32]=[CH:31][C:5]([CH2:6][N:7]2[C:15]3[C:14](=[O:16])[NH:13][C:12](=[O:17])[N:11]([CH3:18])[C:10]=3[N:9]=[C:8]2[O:19][C:20]2[CH:25]=[CH:24][CH:23]=[C:22]([O:26][C:27]([F:30])([F:29])[F:28])[CH:21]=2)=[CH:4][CH:3]=1.[Br:33][CH2:34][CH2:35]Br.C(=O)([O-])[O-].[K+].[K+]. Product: [Br:33][CH2:34][CH2:35][N:13]1[C:14](=[O:16])[C:15]2[N:7]([CH2:6][C:5]3[CH:4]=[CH:3][C:2]([Cl:1])=[CH:32][CH:31]=3)[C:8]([O:19][C:20]3[CH:25]=[CH:24][CH:23]=[C:22]([O:26][C:27]([F:30])([F:28])[F:29])[CH:21]=3)=[N:9][C:10]=2[N:11]([CH3:18])[C:12]1=[O:17]. The catalyst class is: 248. (2) Reactant: FC(F)(F)S(O[C:7]1[CH:16]=[C:15]2[C:10]([CH:11]=[CH:12][C:13](=[O:17])[O:14]2)=[CH:9][CH:8]=1)(=O)=O.CC1(C)C(C)(C)OB([C:28]2[CH2:33][CH2:32][N:31]([C:34]([O:36][C:37]([CH3:40])([CH3:39])[CH3:38])=[O:35])[CH2:30][CH:29]=2)O1.ClCCl.C([O-])([O-])=O.[K+].[K+]. Product: [O:17]=[C:13]1[CH:12]=[CH:11][C:10]2[C:15](=[CH:16][C:7]([C:28]3[CH2:33][CH2:32][N:31]([C:34]([O:36][C:37]([CH3:40])([CH3:39])[CH3:38])=[O:35])[CH2:30][CH:29]=3)=[CH:8][CH:9]=2)[O:14]1. The catalyst class is: 23. (3) Reactant: [C:1]([CH2:3][CH2:4][CH2:5][CH2:6][CH2:7][C:8]#[N:9])#[N:2].[CH:10](OCC)=O.[H-].[Na+].Cl.[NH2:18][NH2:19].Cl.C([O-])(O)=O.[Na+]. Product: [NH2:2][C:1]1[NH:19][N:18]=[CH:10][C:3]=1[CH2:4][CH2:5][CH2:6][CH2:7][C:8]#[N:9]. The catalyst class is: 27. (4) Reactant: [F:1][C:2]([F:19])([F:18])[C:3]1[CH:4]=[C:5]([CH:9]([C:14]([O:16][CH3:17])=[O:15])[C:10]([O:12][CH3:13])=[O:11])[CH:6]=[CH:7][CH:8]=1.[OH-].[Na+].[ClH:22].[Cl:23][C:24]1[CH:29]=[C:28]([Cl:30])[CH:27]=[C:26]([Cl:31])C=1O. Product: [F:1][C:2]([F:18])([F:19])[C:3]1[CH:4]=[C:5]([CH:9]([C:10]([O:12][C:13]2[C:26]([Cl:31])=[CH:27][C:28]([Cl:30])=[CH:29][C:24]=2[Cl:23])=[O:11])[C:14]([O:16][C:17]2[C:24]([Cl:22])=[CH:29][C:28]([Cl:30])=[CH:27][C:26]=2[Cl:31])=[O:15])[CH:6]=[CH:7][CH:8]=1. The catalyst class is: 6. (5) Reactant: [C:1](OCC)(OCC)(OCC)[CH2:2]C.[CH3:13][NH:14][C:15](=[O:24])[C:16]1[CH:21]=[CH:20][C:19]([Br:22])=[CH:18][C:17]=1[NH2:23].[C:25](=O)(O)[O-].[Na+]. Product: [Br:22][C:19]1[CH:18]=[C:17]2[C:16]([C:15](=[O:24])[N:14]([CH3:25])[C:13]([CH2:1][CH3:2])=[N:23]2)=[CH:21][CH:20]=1. The catalyst class is: 15.